This data is from Forward reaction prediction with 1.9M reactions from USPTO patents (1976-2016). The task is: Predict the product of the given reaction. (1) Given the reactants [C:1]([O:5][C:6](=[O:42])[NH:7][CH:8]([N:11]([CH:21]([C:25]1[N:30]([CH2:31][C:32]2[CH:37]=[CH:36][CH:35]=[CH:34][CH:33]=2)[C:29](=[O:38])[C:28]([C:39]#[N:40])=[C:27]([CH3:41])[N:26]=1)[CH:22]([CH3:24])[CH3:23])[C:12]([C:14]1[CH:19]=[CH:18][C:17]([CH3:20])=[CH:16][CH:15]=1)=[O:13])[CH2:9][CH3:10])([CH3:4])([CH3:3])[CH3:2].CCN(CC)CC.[CH3:50][C:51](OC(C)=O)=[O:52], predict the reaction product. The product is: [C:1]([O:5][C:6](=[O:42])[NH:7][CH:8]([N:11]([CH:21]([C:25]1[N:30]([CH2:31][C:32]2[CH:37]=[CH:36][CH:35]=[CH:34][CH:33]=2)[C:29](=[O:38])[C:28]([CH2:39][NH:40][C:51](=[O:52])[CH3:50])=[C:27]([CH3:41])[N:26]=1)[CH:22]([CH3:23])[CH3:24])[C:12]([C:14]1[CH:19]=[CH:18][C:17]([CH3:20])=[CH:16][CH:15]=1)=[O:13])[CH2:9][CH3:10])([CH3:3])([CH3:4])[CH3:2]. (2) Given the reactants Cl[C:2]1[CH:7]=[C:6]([C:8]([NH:10][C:11]2[CH:16]=[C:15]([NH:17][C:18]([C:20]3[CH:25]=[CH:24][N:23]=[C:22]([N:26]4[CH2:31][CH2:30][O:29][CH2:28][CH2:27]4)[CH:21]=3)=[O:19])[CH:14]=[CH:13][C:12]=2[CH3:32])=[O:9])[CH:5]=[CH:4][N:3]=1.[CH3:33][N:34]([CH3:40])[CH2:35][CH2:36][CH2:37][NH:38][CH3:39], predict the reaction product. The product is: [CH3:33][N:34]([CH3:40])[CH2:35][CH2:36][CH2:37][N:38]([C:2]1[CH:7]=[C:6]([C:8]([NH:10][C:11]2[CH:16]=[C:15]([NH:17][C:18]([C:20]3[CH:25]=[CH:24][N:23]=[C:22]([N:26]4[CH2:27][CH2:28][O:29][CH2:30][CH2:31]4)[CH:21]=3)=[O:19])[CH:14]=[CH:13][C:12]=2[CH3:32])=[O:9])[CH:5]=[CH:4][N:3]=1)[CH3:39]. (3) The product is: [NH2:1][C:2]1[CH:3]=[CH:4][C:5]([CH:8]2[CH2:13][NH:12][CH2:11][CH2:10][S:9]2)=[CH:6][CH:7]=1. Given the reactants [NH2:1][C:2]1[CH:7]=[CH:6][C:5]([CH:8]2[CH2:13][NH:12][C:11](=O)[CH2:10][S:9]2)=[CH:4][CH:3]=1.[H-].[Al+3].[Li+].[H-].[H-].[H-].[O-]S([O-])(=O)=O.[Na+].[Na+], predict the reaction product. (4) Given the reactants [Cl:1][C:2]1[CH:3]=[C:4]([CH:17]=[CH:18][C:19]=1[Cl:20])[CH2:5][C:6]1[NH:7][C:8](=[O:16])[C:9]([C:14]#[N:15])=[C:10](SC)[N:11]=1.[NH:21]1[CH2:26][CH2:25][CH2:24][CH2:23][CH2:22]1, predict the reaction product. The product is: [Cl:1][C:2]1[CH:3]=[C:4]([CH:17]=[CH:18][C:19]=1[Cl:20])[CH2:5][C:6]1[NH:7][C:8](=[O:16])[C:9]([C:14]#[N:15])=[C:10]([N:21]2[CH2:26][CH2:25][CH2:24][CH2:23][CH2:22]2)[N:11]=1. (5) Given the reactants [NH3:1].[Cl:2][C:3]1[CH:8]=[CH:7][C:6]([Cl:9])=[CH:5][C:4]=1[S:10](Cl)(=[O:12])=[O:11].Cl, predict the reaction product. The product is: [Cl:2][C:3]1[CH:8]=[CH:7][C:6]([Cl:9])=[CH:5][C:4]=1[S:10]([NH2:1])(=[O:12])=[O:11].